The task is: Predict the reactants needed to synthesize the given product.. This data is from Full USPTO retrosynthesis dataset with 1.9M reactions from patents (1976-2016). (1) The reactants are: [Cl:1][C:2]1[CH:25]=[CH:24][C:5]([CH2:6][N:7]2[C:15]3[C:10](=[CH:11][C:12](/[CH:16]=[C:17]4/[C:18](=[O:23])[NH:19][C:20](=[O:22])[S:21]/4)=[CH:13][CH:14]=3)[CH:9]=[N:8]2)=[C:4]([C:26]([F:29])([F:28])[F:27])[CH:3]=1.Br[CH2:31]/[CH:32]=[CH:33]/[C:34]([O:36][CH3:37])=[O:35]. Given the product [CH3:37][O:36][C:34](=[O:35])/[CH:33]=[CH:32]/[CH2:31][N:19]1[C:18](=[O:23])/[C:17](=[CH:16]/[C:12]2[CH:11]=[C:10]3[C:15](=[CH:14][CH:13]=2)[N:7]([CH2:6][C:5]2[CH:24]=[CH:25][C:2]([Cl:1])=[CH:3][C:4]=2[C:26]([F:27])([F:29])[F:28])[N:8]=[CH:9]3)/[S:21][C:20]1=[O:22], predict the reactants needed to synthesize it. (2) Given the product [C:54]1([N:53]2[C:49]([S:46]([CH2:45][CH:44]3[CH2:60][CH2:1][O:42][CH2:43]3)(=[O:47])=[O:48])=[N:50][N:51]=[N:52]2)[CH:55]=[CH:56][CH:57]=[CH:58][CH:59]=1, predict the reactants needed to synthesize it. The reactants are: [CH:1]1(SC2C=CC(C(C3C=CC(C(F)(F)F)=C(OC)N=3)=O)=CC=2)CC1.[Si]([O:42][CH2:43][C@@H:44]([CH3:60])[CH2:45][S:46]([C:49]1[N:53]([C:54]2[CH:59]=[CH:58][CH:57]=[CH:56][CH:55]=2)[N:52]=[N:51][N:50]=1)(=[O:48])=[O:47])(C(C)(C)C)(C1C=CC=CC=1)C1C=CC=CC=1.